This data is from Full USPTO retrosynthesis dataset with 1.9M reactions from patents (1976-2016). The task is: Predict the reactants needed to synthesize the given product. (1) Given the product [CH:37]1([CH2:34][N:6]2[CH2:11][CH2:10][CH:9]([O:12][C:13]3[CH:18]=[CH:17][C:16]([NH:19][C:20]([N:22]4[CH2:30][C:29]5[CH:28]=[CH:27][N:26]=[CH:25][C:24]=5[CH2:23]4)=[O:21])=[CH:15][CH:14]=3)[CH2:8][CH2:7]2)[CH2:42][CH2:41][CH2:40][CH2:39][CH2:38]1, predict the reactants needed to synthesize it. The reactants are: C(=O)C(C)C.[NH:6]1[CH2:11][CH2:10][CH:9]([O:12][C:13]2[CH:18]=[CH:17][C:16]([NH:19][C:20]([N:22]3[CH2:30][C:29]4[CH:28]=[CH:27][N:26]=[CH:25][C:24]=4[CH2:23]3)=[O:21])=[CH:15][CH:14]=2)[CH2:8][CH2:7]1.N1CC=[C:34]([C:37]2[CH:42]=[CH:41][C:40](NC(N3C[C:42]4[C:37](=[CH:38][CH:39]=[CH:40][CH:41]=4)[CH2:34]3)=O)=[CH:39][CH:38]=2)CC1. (2) Given the product [C:2]([C:3]1[S:23][C:24](=[NH:25])[N:8]([CH2:9][C@H:10]2[CH2:15][CH2:14][CH2:13][CH2:12][N:11]2[C:16]([O:18][C:19]([CH3:22])([CH3:21])[CH3:20])=[O:17])[CH:4]=1)([CH3:7])([CH3:6])[CH3:1], predict the reactants needed to synthesize it. The reactants are: [CH3:1][C:2]([CH3:7])([CH3:6])[CH2:3][CH:4]=O.[NH2:8][CH2:9][C@H:10]1[CH2:15][CH2:14][CH2:13][CH2:12][N:11]1[C:16]([O:18][C:19]([CH3:22])([CH3:21])[CH3:20])=[O:17].[S-:23][C:24]#[N:25].[K+].II.S(S([O-])=O)([O-])(=O)=O.[Na+].[Na+]. (3) Given the product [NH2:43][C:37]1[S:36][C:35]([Br:34])=[N:39][C:38]=1[C:40]([NH:51][C:52]1[CH:53]=[N:54][N:55]([CH3:73])[C:56]=1[N:57]1[CH2:63][CH2:62][CH:61]([F:64])[CH:60]([NH:65][C:66](=[O:72])[O:67][C:68]([CH3:69])([CH3:70])[CH3:71])[CH2:59][CH2:58]1)=[O:42], predict the reactants needed to synthesize it. The reactants are: C1CN([P+](ON2N=NC3C=CC=CC2=3)(N2CCCC2)N2CCCC2)CC1.F[P-](F)(F)(F)(F)F.[Br:34][C:35]1[S:36][C:37]([NH:43]C(OC(C)(C)C)=O)=[C:38]([C:40]([OH:42])=O)[N:39]=1.[NH2:51][C:52]1[CH:53]=[N:54][N:55]([CH3:73])[C:56]=1[N:57]1[CH2:63][CH2:62][CH:61]([F:64])[CH:60]([NH:65][C:66](=[O:72])[O:67][C:68]([CH3:71])([CH3:70])[CH3:69])[CH2:59][CH2:58]1.CCN(C(C)C)C(C)C. (4) Given the product [CH2:11]([O:13][C:14]([C@@:16]1([NH:21][C:22]([O:24][C:25]([CH3:26])([CH3:28])[CH3:27])=[O:23])[CH2:18][C@H:17]1[CH:19]=[CH2:20])=[O:15])[CH3:12], predict the reactants needed to synthesize it. The reactants are: B([O-])([O-])[O-].[Na+].[Na+].[Na+].O.[OH-].[Na+].[CH2:11]([O:13][C:14]([C@:16]1([NH:21][C:22]([O:24][C:25]([CH3:28])([CH3:27])[CH3:26])=[O:23])[CH2:18][C@@H:17]1[CH:19]=[CH2:20])=[O:15])[CH3:12]. (5) Given the product [CH2:6]([NH:1][CH:2]([CH3:5])[CH2:3][OH:4])[C:7]1[CH:12]=[CH:11][CH:10]=[CH:9][CH:8]=1, predict the reactants needed to synthesize it. The reactants are: [NH2:1][C@@H:2]([CH3:5])[CH2:3][OH:4].[CH:6](=O)[C:7]1[CH:12]=[CH:11][CH:10]=[CH:9][CH:8]=1. (6) Given the product [OH:14][C:12]1([CH3:15])[CH2:13][CH:8]([C:3]2[C:2]([CH3:1])=[CH:7][CH:6]=[CH:5][N:4]=2)[N:9]([CH2:24][CH2:25][CH2:26][CH2:27][N:28]2[C:36](=[O:37])[C:35]3[C:30](=[CH:31][CH:32]=[CH:33][CH:34]=3)[C:29]2=[O:38])[CH:10]([C:16]2[C:21]([CH3:22])=[CH:20][CH:19]=[CH:18][N:17]=2)[CH2:11]1, predict the reactants needed to synthesize it. The reactants are: [CH3:1][C:2]1[C:3]([CH:8]2[CH2:13][C:12]([CH3:15])([OH:14])[CH2:11][CH:10]([C:16]3[C:21]([CH3:22])=[CH:20][CH:19]=[CH:18][N:17]=3)[NH:9]2)=[N:4][CH:5]=[CH:6][CH:7]=1.Br[CH2:24][CH2:25][CH2:26][CH2:27][N:28]1[C:36](=[O:37])[C:35]2[C:30](=[CH:31][CH:32]=[CH:33][CH:34]=2)[C:29]1=[O:38].CCN(C(C)C)C(C)C. (7) Given the product [C:1]([O:5][C:6](=[O:13])[C@@H:7]([NH:12][C:17]1[CH:18]=[C:19]([C:21]([F:22])([F:24])[F:23])[CH:20]=[C:15]([CH3:14])[CH:16]=1)[C:8]([CH3:11])([CH3:10])[CH3:9])([CH3:4])([CH3:2])[CH3:3], predict the reactants needed to synthesize it. The reactants are: [C:1]([O:5][C:6](=[O:13])[C@@H:7]([NH2:12])[C:8]([CH3:11])([CH3:10])[CH3:9])([CH3:4])([CH3:3])[CH3:2].[CH3:14][C:15]1[CH:16]=[C:17](B(O)O)[CH:18]=[C:19]([C:21]([F:24])([F:23])[F:22])[CH:20]=1.N1C=CC=CC=1.Cl. (8) Given the product [CH:11]1[CH:12]=[CH:5][C:6](=[O:17])/[C:7](=[CH:8]\[NH:33][CH2:34][CH2:35][NH:40]/[CH:18]=[C:22]2\[C:23]([CH:24]=[CH:25][CH:26]=[CH:27]\2)=[O:32])/[CH:10]=1, predict the reactants needed to synthesize it. The reactants are: C([C:5]1[CH:12]=[C:11](C(C)(C)C)[CH:10]=[C:7]([CH:8]=O)[C:6]=1[OH:17])(C)(C)C.[C:18]([C:22]1[CH:27]=[C:26](C(C)(C)C)[CH:25]=[CH:24][C:23]=1[OH:32])(C)(C)C.[NH2:33][C@H:34]1CCCC[C@@H:35]1[NH2:40].O. (9) Given the product [CH3:1][O:2][C:3]1[CH:4]=[C:5]([C:9]2[N:29]=[C:12]3[CH:13]=[C:14]([NH:17][C:18]([C:20]4[N:24]([CH3:25])[N:23]=[CH:22][C:21]=4[C:26]([N:44]4[CH2:43][CH2:42][CH2:39]4)=[O:28])=[O:19])[CH:15]=[CH:16][N:11]3[N:10]=2)[CH:6]=[CH:7][CH:8]=1, predict the reactants needed to synthesize it. The reactants are: [CH3:1][O:2][C:3]1[CH:4]=[C:5]([C:9]2[N:29]=[C:12]3[CH:13]=[C:14]([NH:17][C:18]([C:20]4[N:24]([CH3:25])[N:23]=[CH:22][C:21]=4[C:26]([OH:28])=O)=[O:19])[CH:15]=[CH:16][N:11]3[N:10]=2)[CH:6]=[CH:7][CH:8]=1.CN(C(ON1N=NC2C=[CH:42][CH:43]=[N:44][C:39]1=2)=[N+](C)C)C.F[P-](F)(F)(F)(F)F.Cl.N1CCC1.CCN(C(C)C)C(C)C. (10) Given the product [N+:1]([C:4]1[CH:12]=[CH:11][C:10]([N:18]2[CH2:19][CH2:20][N:15]([CH3:14])[CH2:16][CH2:17]2)=[CH:9][C:5]=1[C:6]([OH:8])=[O:7])([O-:3])=[O:2], predict the reactants needed to synthesize it. The reactants are: [N+:1]([C:4]1[CH:12]=[CH:11][C:10](Cl)=[CH:9][C:5]=1[C:6]([OH:8])=[O:7])([O-:3])=[O:2].[CH3:14][N:15]1[CH2:20][CH2:19][NH:18][CH2:17][CH2:16]1.